From a dataset of Catalyst prediction with 721,799 reactions and 888 catalyst types from USPTO. Predict which catalyst facilitates the given reaction. (1) Reactant: [CH3:1][N:2]([CH3:31])[C:3]([C:5]1[CH:10]=[C:9]([C:11]2[CH:16]=[CH:15][CH:14]=[CH:13][CH:12]=2)[CH:8]=[CH:7][C:6]=1[CH2:17][N:18]1[CH2:23][CH2:22][N:21](C(OC(C)(C)C)=O)[CH2:20][CH2:19]1)=[O:4].FC(F)(F)C(O)=O. The catalyst class is: 4. Product: [CH3:1][N:2]([CH3:31])[C:3](=[O:4])[C:5]1[CH:10]=[C:9]([C:11]2[CH:16]=[CH:15][CH:14]=[CH:13][CH:12]=2)[CH:8]=[CH:7][C:6]=1[CH2:17][N:18]1[CH2:23][CH2:22][NH:21][CH2:20][CH2:19]1. (2) Reactant: [NH2:1][N:2]1[C:7](=[O:8])[C:6]([C:9]2[NH:14][C:13]3[CH:15]=[CH:16][CH:17]=[CH:18][C:12]=3[S:11](=[O:20])(=[O:19])[N:10]=2)=[C:5]([OH:21])[C:4]2[S:22][CH:23]=[CH:24][C:3]1=2.[CH3:25][C@H:26]1[CH2:30][CH2:29][C:28](=O)[CH2:27]1. Product: [O:19]=[S:11]1(=[O:20])[C:12]2[CH:18]=[CH:17][CH:16]=[CH:15][C:13]=2[NH:14][C:9]([C:6]2[C:7](=[O:8])[N:2]([N:1]=[C:28]3[CH2:29][CH2:30][C@H:26]([CH3:25])[CH2:27]3)[C:3]3[CH:24]=[CH:23][S:22][C:4]=3[C:5]=2[OH:21])=[N:10]1. The catalyst class is: 80.